This data is from CYP2D6 inhibition data for predicting drug metabolism from PubChem BioAssay. The task is: Regression/Classification. Given a drug SMILES string, predict its absorption, distribution, metabolism, or excretion properties. Task type varies by dataset: regression for continuous measurements (e.g., permeability, clearance, half-life) or binary classification for categorical outcomes (e.g., BBB penetration, CYP inhibition). Dataset: cyp2d6_veith. (1) The compound is Cc1cc(CN2CCCCC2)c(O)c(CN2CCCCC2)c1. The result is 0 (non-inhibitor). (2) The molecule is Cc1ccc(S(=O)(=O)NCCSc2nnnn2C)cc1. The result is 0 (non-inhibitor). (3) The molecule is COCCn1c(=O)cnc2cnc(Oc3ccc(OC)cc3)nc21. The result is 0 (non-inhibitor). (4) The compound is CC1=CC(C)(C)N(C(=O)c2ccccc2)c2ccc(C)cc21. The result is 0 (non-inhibitor). (5) The molecule is Cc1ccc(NC(=O)N/C=C/c2ccc(Cl)cc2)cc1. The result is 0 (non-inhibitor).